From a dataset of Forward reaction prediction with 1.9M reactions from USPTO patents (1976-2016). Predict the product of the given reaction. (1) Given the reactants [C:1]([O:5][C:6]([N:8]1[CH2:13][CH2:12][CH:11]([CH2:14][O:15][CH2:16][CH:17]([NH2:25])[C:18]2[CH:23]=[CH:22][CH:21]=[CH:20][C:19]=2[F:24])[CH2:10][CH2:9]1)=[O:7])([CH3:4])([CH3:3])[CH3:2].[NH:26]1[C:34]2[C:29](=[CH:30][CH:31]=[C:32]([C:35](O)=[O:36])[CH:33]=2)[CH:28]=[CH:27]1, predict the reaction product. The product is: [C:1]([O:5][C:6]([N:8]1[CH2:9][CH2:10][CH:11]([CH2:14][O:15][CH2:16][CH:17]([NH:25][C:35]([C:32]2[CH:33]=[C:34]3[C:29]([CH:28]=[CH:27][NH:26]3)=[CH:30][CH:31]=2)=[O:36])[C:18]2[CH:23]=[CH:22][CH:21]=[CH:20][C:19]=2[F:24])[CH2:12][CH2:13]1)=[O:7])([CH3:4])([CH3:2])[CH3:3]. (2) Given the reactants Cl[C:2]1[N:9]=[C:8]([C:10]2[CH:15]=[CH:14][CH:13]=[CH:12][CH:11]=2)[C:7]([C:16]2[CH:21]=[CH:20][C:19](=[O:22])[N:18]([CH:23]([CH3:25])[CH3:24])[N:17]=2)=[CH:6][C:3]=1[C:4]#[N:5].C1(P(CCC)C2C=CC=CC=2)C=CC=CC=1.CCN(CC)CC.O.C[CH2:51][O:52][C:53](C)=[O:54], predict the reaction product. The product is: [C:4]([C:3]1[C:2]([C:53]([O:52][CH3:51])=[O:54])=[N:9][C:8]([C:10]2[CH:15]=[CH:14][CH:13]=[CH:12][CH:11]=2)=[C:7]([C:16]2[CH:21]=[CH:20][C:19](=[O:22])[N:18]([CH:23]([CH3:25])[CH3:24])[N:17]=2)[CH:6]=1)#[N:5]. (3) Given the reactants C([N:8]1[C:12]2[C:13](=[O:30])[N:14]([CH3:29])[CH:15]=[C:16]([C:17]3[CH:22]=[C:21]([S:23]([CH2:26][CH3:27])(=[O:25])=[O:24])[CH:20]=[CH:19][C:18]=3[F:28])[C:11]=2[CH:10]=[C:9]1[C:31]([O:33][CH2:34][CH3:35])=[O:32])C1C=CC=CC=1.C1(OC)C=CC=CC=1.OS(O)(=O)=O.FC(F)(F)C(O)=O, predict the reaction product. The product is: [CH2:26]([S:23]([C:21]1[CH:20]=[CH:19][C:18]([F:28])=[C:17]([C:16]2[C:11]3[CH:10]=[C:9]([C:31]([O:33][CH2:34][CH3:35])=[O:32])[NH:8][C:12]=3[C:13](=[O:30])[N:14]([CH3:29])[CH:15]=2)[CH:22]=1)(=[O:24])=[O:25])[CH3:27]. (4) The product is: [Cl:1][C:2]1[C:11]([CH2:12][NH:13][C:14](=[O:19])[C:15]([CH3:16])([CH3:17])[CH3:18])=[C:10]([F:20])[CH:9]=[CH:8][C:3]=1[C:4]([OH:6])=[O:5]. Given the reactants [Cl:1][C:2]1[C:11]([CH2:12][NH:13][C:14](=[O:19])[C:15]([CH3:18])([CH3:17])[CH3:16])=[C:10]([F:20])[CH:9]=[CH:8][C:3]=1[C:4]([O:6]C)=[O:5].[OH-].[Na+], predict the reaction product. (5) The product is: [N+:9]([O-:12])([OH:11])=[O:10].[C:1]1(=[O:8])[NH:7][CH2:6][CH2:5][CH2:4][CH2:3][CH2:2]1. Given the reactants [C:1]1(=[O:8])[NH:7][CH2:6][CH2:5][CH2:4][CH2:3][CH2:2]1.[N+:9]([O-:12])([OH:11])=[O:10], predict the reaction product.